This data is from Forward reaction prediction with 1.9M reactions from USPTO patents (1976-2016). The task is: Predict the product of the given reaction. (1) Given the reactants [ClH:1].[C:2]1([C:8]([C:10]2[N:11]=[C:12]3[CH:17]=[CH:16][C:15]([C:18]4[CH:23]=[CH:22][CH:21]=[CH:20][N:19]=4)=[CH:14][N:13]3[CH:24]=2)=[O:9])[CH:7]=[CH:6][CH:5]=[CH:4][CH:3]=1, predict the reaction product. The product is: [ClH:1].[ClH:1].[C:2]1([C:8]([C:10]2[N:11]=[C:12]3[CH:17]=[CH:16][C:15]([C:18]4[CH:23]=[CH:22][CH:21]=[CH:20][N:19]=4)=[CH:14][N:13]3[CH:24]=2)=[O:9])[CH:3]=[CH:4][CH:5]=[CH:6][CH:7]=1. (2) Given the reactants [CH3:1][C:2]1[CH:10]=[CH:9][CH:8]=[C:7]([CH3:11])[C:3]=1[C:4]([OH:6])=O.C(Cl)(=O)C(Cl)=O.[NH2:18][C@H:19]([C:34]1[CH:39]=[CH:38][CH:37]=[CH:36][CH:35]=1)[C:20]12[N:26]([C:27]([O:29][C:30]([CH3:33])([CH3:32])[CH3:31])=[O:28])[CH:23]([CH2:24][CH2:25]1)[CH2:22][CH2:21]2.CCN(C(C)C)C(C)C, predict the reaction product. The product is: [CH3:11][C:7]1[CH:8]=[CH:9][CH:10]=[C:2]([CH3:1])[C:3]=1[C:4]([NH:18][C@H:19]([C:34]1[CH:35]=[CH:36][CH:37]=[CH:38][CH:39]=1)[C:20]12[N:26]([C:27]([O:29][C:30]([CH3:33])([CH3:31])[CH3:32])=[O:28])[CH:23]([CH2:24][CH2:25]1)[CH2:22][CH2:21]2)=[O:6]. (3) The product is: [OH:44][C@H:20]([C:12]1[CH:11]=[CH:10][C:9]([OH:8])=[C:18]2[C:13]=1[CH:14]=[CH:15][C:16](=[O:19])[NH:17]2)[CH2:21][NH:22][CH2:23][CH2:24][C:25]1[CH:30]=[CH:29][C:28]([NH:31][C:32]([NH:34][CH2:35][CH2:36][CH2:37][C:38]2[CH:43]=[CH:42][CH:41]=[CH:40][CH:39]=2)=[O:33])=[CH:27][CH:26]=1. Given the reactants C([O:8][C:9]1[CH:10]=[CH:11][C:12]([C@@H:20]([OH:44])[CH2:21][NH:22][CH2:23][CH2:24][C:25]2[CH:30]=[CH:29][C:28]([NH:31][C:32]([NH:34][CH2:35][CH2:36][CH2:37][C:38]3[CH:43]=[CH:42][CH:41]=[CH:40][CH:39]=3)=[O:33])=[CH:27][CH:26]=2)=[C:13]2[C:18]=1[NH:17][C:16](=[O:19])[CH:15]=[CH:14]2)C1C=CC=CC=1, predict the reaction product. (4) The product is: [Br:12][C:10]1[N:11]=[C:7]([CH:23]([OH:24])[C:21]2[CH:20]=[CH:19][C:17]3[NH:18][C:14](=[O:13])[S:15][C:16]=3[CH:22]=2)[S:8][CH:9]=1. Given the reactants C([Mg]Cl)(C)C.Br[C:7]1[S:8][CH:9]=[C:10]([Br:12])[N:11]=1.[O:13]=[C:14]1[NH:18][C:17]2[CH:19]=[CH:20][C:21]([CH:23]=[O:24])=[CH:22][C:16]=2[S:15]1.[Cl-].[NH4+], predict the reaction product.